From a dataset of Full USPTO retrosynthesis dataset with 1.9M reactions from patents (1976-2016). Predict the reactants needed to synthesize the given product. (1) Given the product [F:19][C:16]1[CH:17]=[CH:18][C:13]([CH:26]([C:8]([O:10][CH3:31])=[O:9])[C:25]([O:28][CH3:29])=[O:27])=[C:14]([N+:20]([O-:22])=[O:21])[CH:15]=1, predict the reactants needed to synthesize it. The reactants are: [H-].[Na+].CC(C)([C:8]([O-:10])=[O:9])C([O-])=O.F[C:13]1[CH:18]=[CH:17][C:16]([F:19])=[CH:15][C:14]=1[N+:20]([O-:22])=[O:21].[Cl-].[NH4+].[C:25]([O:28][CH2:29]C)(=[O:27])[CH3:26].[CH3:31]CCCCC. (2) The reactants are: N1(CC2N3C=C(C)C=CC3=NC=2C2C=CC(C)=CC=2)C=CN=C1.Cl.Cl[CH2:26][C:27]1[N:31]2[CH:32]=[CH:33][CH:34]=[CH:35][C:30]2=[N:29][C:28]=1[C:36]1[CH:41]=[CH:40][C:39]([Cl:42])=[CH:38][CH:37]=1.[CH3:43][C:44]1[CH:48]=[C:47]([C:49]([O:51][CH2:52][CH3:53])=[O:50])[NH:46][N:45]=1. Given the product [Cl:42][C:39]1[CH:40]=[CH:41][C:36]([C:28]2[N:29]=[C:30]3[CH:35]=[CH:34][CH:33]=[CH:32][N:31]3[C:27]=2[CH2:26][N:45]2[C:44]([CH3:43])=[CH:48][C:47]([C:49]([O:51][CH2:52][CH3:53])=[O:50])=[N:46]2)=[CH:37][CH:38]=1, predict the reactants needed to synthesize it. (3) Given the product [F:16][C:17]1[CH:24]=[CH:23][CH:22]=[CH:21][C:18]=1[C@@H:19]1[NH:2][CH:3]([C:6]([OH:8])=[O:7])[CH2:4][S:5]1, predict the reactants needed to synthesize it. The reactants are: Cl.[NH2:2][C@H:3]([C:6]([OH:8])=[O:7])[CH2:4][SH:5].C([O-])(=O)C.[K+].CO.[F:16][C:17]1[CH:24]=[CH:23][CH:22]=[CH:21][C:18]=1[CH:19]=O. (4) Given the product [CH3:57][O:58][C:59]([C:61]1[N:62]([CH3:85])[C:63]([N:79]2[CH2:84][CH2:83][N:82]([C:52]3[CH:53]=[CH:54][CH:55]=[C:50]([C:48](=[O:49])[CH3:47])[CH:51]=3)[CH2:81][CH2:80]2)=[C:64]([C:73]2[CH:78]=[CH:77][N:76]=[CH:75][CH:74]=2)[C:65]=1[C:66]1[CH:71]=[CH:70][C:69]([F:72])=[CH:68][CH:67]=1)=[O:60], predict the reactants needed to synthesize it. The reactants are: C1C=CC(P(C2C(C3C(P(C4C=CC=CC=4)C4C=CC=CC=4)=CC=C4C=3C=CC=C4)=C3C(C=CC=C3)=CC=2)C2C=CC=CC=2)=CC=1.[CH3:47][C:48]([C:50]1[CH:55]=[CH:54][CH:53]=[C:52](Br)[CH:51]=1)=[O:49].[CH3:57][O:58][C:59]([C:61]1[N:62]([CH3:85])[C:63]([N:79]2[CH2:84][CH2:83][NH:82][CH2:81][CH2:80]2)=[C:64]([C:73]2[CH:78]=[CH:77][N:76]=[CH:75][CH:74]=2)[C:65]=1[C:66]1[CH:71]=[CH:70][C:69]([F:72])=[CH:68][CH:67]=1)=[O:60].C([O-])([O-])=O.[Cs+].[Cs+]. (5) Given the product [C:19]([C:3]1[N:4]=[CH:5][C:6]([NH:8][C@@H:9]2[CH2:14][CH2:13][CH2:12][CH2:11][C@@H:10]2[NH:15][C:16](=[O:18])[O:17][C:55]([CH3:60])([CH3:56])[CH3:54])=[N:7][C:2]=1[NH:32][C:25]1[CH:24]=[N:23][N:27]2[CH:28]=[CH:29][CH:30]=[CH:31][C:26]=12)(=[O:34])[NH2:20], predict the reactants needed to synthesize it. The reactants are: Cl[C:2]1[N:7]=[C:6]([NH:8][C@@H:9]2[CH2:14][CH2:13][CH2:12][CH2:11][C@@H:10]2[NH:15][C:16](=[O:18])[O-:17])[CH:5]=[N:4][C:3]=1[C:19]#[N:20].Cl.Cl.[N:23]1[N:27]2[CH:28]=[CH:29][CH:30]=[CH:31][C:26]2=[C:25]([NH2:32])[CH:24]=1.C(=O)([O-])[O-:34].[Cs+].[Cs+].C1C=CC(P(C2C([C:54]3C(P(C4C=CC=CC=4)C4C=CC=CC=4)=CC=[C:60]4[C:55]=3[CH:56]=CC=C4)=[C:60]3[C:55]([CH:56]=CC=C3)=[CH:54]C=2)C2C=CC=CC=2)=CC=1.